Dataset: Catalyst prediction with 721,799 reactions and 888 catalyst types from USPTO. Task: Predict which catalyst facilitates the given reaction. (1) Reactant: [Cl:1][C:2]1[N:7]=[C:6]([NH2:8])[CH:5]=[CH:4][N:3]=1.[H-].[Na+].[Br:11][C:12]1[CH:17]=[CH:16][C:15]([N+:18]([O-:20])=[O:19])=[C:14](F)[CH:13]=1.O. Product: [Br:11][C:12]1[CH:13]=[CH:14][C:15]([N+:18]([O-:20])=[O:19])=[C:16]([NH:8][C:6]2[CH:5]=[CH:4][N:3]=[C:2]([Cl:1])[N:7]=2)[CH:17]=1. The catalyst class is: 1. (2) Reactant: O.[NH2:2][NH2:3].[CH3:4][O:5][C:6]1[CH:13]=[CH:12][C:9]([CH2:10][Cl:11])=[CH:8][CH:7]=1. Product: [ClH:11].[ClH:11].[CH3:4][O:5][C:6]1[CH:13]=[CH:12][C:9]([CH2:10][NH:2][NH2:3])=[CH:8][CH:7]=1. The catalyst class is: 8. (3) Reactant: [H-].[Na+].[CH3:3][C:4]1[NH:5][CH:6]=[CH:7][N:8]=1.Cl.[Cl:10][CH2:11][C:12]1[CH:13]=[N:14][CH:15]=[C:16]([C:18]2[CH:23]=[CH:22][C:21]([Cl:24])=[C:20]([Cl:25])[CH:19]=2)[CH:17]=1.C(N(CC)CC)C. Product: [ClH:10].[Cl:25][C:20]1[CH:19]=[C:18]([C:16]2[CH:15]=[N:14][CH:13]=[C:12]([CH2:11][N:5]3[CH:6]=[CH:7][N:8]=[C:4]3[CH3:3])[CH:17]=2)[CH:23]=[CH:22][C:21]=1[Cl:24]. The catalyst class is: 3. (4) Reactant: [Cl:1][C:2]1[CH:3]=[CH:4][C:5](F)=[C:6]([CH:9]=1)[CH:7]=[O:8].[OH:11][C:12]1[CH:21]=[CH:20][C:15]([C:16]([O:18][CH3:19])=[O:17])=[CH:14][CH:13]=1.C([O-])([O-])=O.[K+].[K+]. Product: [CH3:19][O:18][C:16](=[O:17])[C:15]1[CH:20]=[CH:21][C:12]([O:11][C:5]2[CH:4]=[CH:3][C:2]([Cl:1])=[CH:9][C:6]=2[CH:7]=[O:8])=[CH:13][CH:14]=1. The catalyst class is: 80. (5) Reactant: C(OC([N:8]1[CH2:17][C:16]([CH3:19])([CH3:18])[C:15]2[C:10](=[CH:11][C:12]([NH:20][C:21](=[O:38])[C:22]3[CH:27]=[CH:26][CH:25]=[CH:24][C:23]=3[NH:28][CH2:29][C:30]3[CH:35]=[CH:34][N:33]=[C:32]([NH:36][CH3:37])[N:31]=3)=[CH:13][CH:14]=2)[CH2:9]1)=O)(C)(C)C. Product: [CH3:18][C:16]1([CH3:19])[C:15]2[C:10](=[CH:11][C:12]([NH:20][C:21](=[O:38])[C:22]3[CH:27]=[CH:26][CH:25]=[CH:24][C:23]=3[NH:28][CH2:29][C:30]3[CH:35]=[CH:34][N:33]=[C:32]([NH:36][CH3:37])[N:31]=3)=[CH:13][CH:14]=2)[CH2:9][NH:8][CH2:17]1. The catalyst class is: 137. (6) Reactant: [Br:1][C:2]1[CH:3]=[C:4]2[C:9](=[CH:10][CH:11]=1)[CH:8]=[C:7]([S:12]([CH2:15][CH2:16][CH2:17][N:18]([CH3:40])[C:19]([CH:21]1[CH2:26][CH2:25][N:24]([CH:27]3[CH2:32][CH2:31][N:30](C(OCCCC)=O)[CH2:29][CH2:28]3)[CH2:23][CH2:22]1)=[O:20])(=[O:14])=[O:13])[CH:6]=[CH:5]2.[ClH:41]. Product: [ClH:41].[ClH:41].[Br:1][C:2]1[CH:3]=[C:4]2[C:9](=[CH:10][CH:11]=1)[CH:8]=[C:7]([S:12]([CH2:15][CH2:16][CH2:17][N:18]([CH3:40])[C:19]([CH:21]1[CH2:22][CH2:23][N:24]([CH:27]3[CH2:28][CH2:29][NH:30][CH2:31][CH2:32]3)[CH2:25][CH2:26]1)=[O:20])(=[O:14])=[O:13])[CH:6]=[CH:5]2. The catalyst class is: 336. (7) Reactant: Br[C:2]1[CH:14]=[CH:13][C:5]([C:6]([NH:8][CH:9]2[CH2:12][CH2:11][CH2:10]2)=[O:7])=[CH:4][C:3]=1[CH3:15].[B:16]1([B:16]2[O:20][C:19]([CH3:22])([CH3:21])[C:18]([CH3:24])([CH3:23])[O:17]2)[O:20][C:19]([CH3:22])([CH3:21])[C:18]([CH3:24])([CH3:23])[O:17]1.C([O-])(=O)C.[K+]. Product: [CH:9]1([NH:8][C:6](=[O:7])[C:5]2[CH:13]=[CH:14][C:2]([B:16]3[O:20][C:19]([CH3:22])([CH3:21])[C:18]([CH3:24])([CH3:23])[O:17]3)=[C:3]([CH3:15])[CH:4]=2)[CH2:12][CH2:11][CH2:10]1. The catalyst class is: 11. (8) Reactant: [Cl:1][C:2]1[CH:14]=[CH:13][C:12]([CH3:15])=[CH:11][C:3]=1[O:4][CH:5]=[CH:6][C:7]([O:9][CH3:10])=[O:8].[Br-].[Na+]. Product: [Cl:1][C:2]1[CH:14]=[CH:13][C:12]([CH3:15])=[CH:11][C:3]=1[O:4][CH2:5][CH2:6][C:7]([O:9][CH3:10])=[O:8]. The catalyst class is: 43. (9) Reactant: [P:1]([O:13][CH2:14][N:15]1[C:19]2[N:20]=[CH:21][C:22]3[N:23]([C:24]([CH3:27])=[N:25][CH:26]=3)[C:18]=2[CH:17]=[C:16]1[C:28]1[C:36]2[C:31](=[CH:32][CH:33]=[C:34]([O:37][CH3:38])[CH:35]=2)[N:30]([CH3:39])[CH:29]=1)([O:8]C(C)(C)C)([O:3]C(C)(C)C)=[O:2].C(O)(C(F)(F)F)=O. Product: [P:1]([OH:3])([OH:8])([O:13][CH2:14][N:15]1[C:19]2[N:20]=[CH:21][C:22]3[N:23]([C:24]([CH3:27])=[N:25][CH:26]=3)[C:18]=2[CH:17]=[C:16]1[C:28]1[C:36]2[C:31](=[CH:32][CH:33]=[C:34]([O:37][CH3:38])[CH:35]=2)[N:30]([CH3:39])[CH:29]=1)=[O:2]. The catalyst class is: 2.